From a dataset of Forward reaction prediction with 1.9M reactions from USPTO patents (1976-2016). Predict the product of the given reaction. (1) The product is: [CH:1]1[C:10]2[C:5](=[CH:6][CH:7]=[CH:8][CH:9]=2)[CH:4]=[CH:3][C:2]=1[NH2:12]. Given the reactants [CH:1]1[C:10]2[C:5](=[CH:6][CH:7]=[CH:8][CH:9]=2)[CH:4]=[CH:3][C:2]=1O.[NH3:12], predict the reaction product. (2) The product is: [OH2:7].[S:6]([O-:10])([O-:9])(=[O:8])=[O:7].[V+3:2].[S:6]([O-:10])([O-:9])(=[O:8])=[O:7].[S:6]([O-:10])([O-:9])(=[O:8])=[O:7].[V+3:2]. Given the reactants [O-2].[V+3:2].[O-2].[O-2].[V+3].[S:6](=[O:10])(=[O:9])([OH:8])[OH:7], predict the reaction product. (3) Given the reactants [OH:1][NH:2][C:3]([C:5]1[CH:13]=[CH:12][C:11]2[NH:10][C:9]3[CH:14]([CH2:17][C:18]([OH:20])=[O:19])[CH2:15][CH2:16][C:8]=3[C:7]=2[CH:6]=1)=[NH:4].C(N(CC)CC)C.[F:28][C:29]([F:44])([F:43])[C:30]1[CH:31]=[C:32]([CH:36]=[C:37]([C:39]([F:42])([F:41])[F:40])[CH:38]=1)[C:33](Cl)=O, predict the reaction product. The product is: [F:28][C:29]([F:43])([F:44])[C:30]1[CH:31]=[C:32]([C:33]2[O:1][N:2]=[C:3]([C:5]3[CH:13]=[CH:12][C:11]4[NH:10][C:9]5[CH:14]([CH2:17][C:18]([OH:20])=[O:19])[CH2:15][CH2:16][C:8]=5[C:7]=4[CH:6]=3)[N:4]=2)[CH:36]=[C:37]([C:39]([F:40])([F:41])[F:42])[CH:38]=1. (4) Given the reactants [NH2:1][C:2]1[C:3]([C:7]2[NH:23][C:10]3=[CH:11][C:12]4[C:13]([CH3:22])([CH3:21])[C:14](=[O:20])[N:15]([CH2:18][CH3:19])[C:16]=4[CH:17]=[C:9]3[N:8]=2)=[N:4][NH:5][CH:6]=1.[C:24]1([CH2:30][C:31](Cl)=[O:32])[CH:29]=[CH:28][CH:27]=[CH:26][CH:25]=1, predict the reaction product. The product is: [CH2:18]([N:15]1[C:16]2[CH:17]=[C:9]3[N:8]=[C:7]([C:3]4[C:2]([NH:1][C:31](=[O:32])[CH2:30][C:24]5[CH:29]=[CH:28][CH:27]=[CH:26][CH:25]=5)=[CH:6][NH:5][N:4]=4)[NH:23][C:10]3=[CH:11][C:12]=2[C:13]([CH3:22])([CH3:21])[C:14]1=[O:20])[CH3:19]. (5) Given the reactants Br[C:2]1[CH:7]=[C:6]([CH3:8])[CH:5]=[CH:4][N:3]=1.C([Li])CCC.[F:14][C:15]1[CH:22]=[C:21]([CH3:23])[CH:20]=[CH:19][C:16]=1[CH:17]=[O:18], predict the reaction product. The product is: [F:14][C:15]1[CH:22]=[C:21]([CH3:23])[CH:20]=[CH:19][C:16]=1[CH:17]([C:2]1[CH:7]=[C:6]([CH3:8])[CH:5]=[CH:4][N:3]=1)[OH:18]. (6) Given the reactants [CH3:1][O:2][C:3]1[CH:4]=[CH:5][C:6]2[N:7]([CH:9]=[C:10]([C:12]3[CH:13]=[CH:14][C:15]([CH3:19])=[C:16]([CH:18]=3)[NH2:17])[N:11]=2)[N:8]=1.N1C=CC=CC=1.[CH3:26][C:27]([CH3:32])([CH3:31])[C:28](Cl)=[O:29], predict the reaction product. The product is: [CH3:1][O:2][C:3]1[CH:4]=[CH:5][C:6]2[N:7]([CH:9]=[C:10]([C:12]3[CH:13]=[CH:14][C:15]([CH3:19])=[C:16]([NH:17][C:28](=[O:29])[C:27]([CH3:32])([CH3:31])[CH3:26])[CH:18]=3)[N:11]=2)[N:8]=1.